This data is from Forward reaction prediction with 1.9M reactions from USPTO patents (1976-2016). The task is: Predict the product of the given reaction. (1) Given the reactants [C:1]([O:5][C:6](=[O:47])[N:7]([C@H:9]([C:11](=[O:46])[NH:12][C@@H:13]1[C:19](=[O:20])[N:18]([CH2:21][C:22]2[C:31]3[C:26](=[CH:27][CH:28]=[CH:29][CH:30]=3)[CH:25]=[CH:24][C:23]=2[CH3:32])[C:17]2[CH:33]=[CH:34][CH:35]=[CH:36][C:16]=2[N:15]([C:37](=[O:45])[C:38]2[CH:43]=[CH:42][CH:41]=[CH:40][C:39]=2Br)[CH2:14]1)[CH3:10])[CH3:8])([CH3:4])([CH3:3])[CH3:2].N#N.C([Sn](CCCC)(CCCC)[C:55]([O:57][CH2:58][CH3:59])=[CH2:56])CCC, predict the reaction product. The product is: [C:1]([O:5][C:6](=[O:47])[N:7]([C@H:9]([C:11](=[O:46])[NH:12][C@@H:13]1[C:19](=[O:20])[N:18]([CH2:21][C:22]2[C:31]3[C:26](=[CH:27][CH:28]=[CH:29][CH:30]=3)[CH:25]=[CH:24][C:23]=2[CH3:32])[C:17]2[CH:33]=[CH:34][CH:35]=[CH:36][C:16]=2[N:15]([C:37](=[O:45])[C:38]2[CH:43]=[CH:42][CH:41]=[CH:40][C:39]=2[C:55]([O:57][CH2:58][CH3:59])=[CH2:56])[CH2:14]1)[CH3:10])[CH3:8])([CH3:4])([CH3:3])[CH3:2]. (2) Given the reactants [CH:1]1([C:7]2[C:8]([O:16][CH2:17][C:18]([F:21])([F:20])[F:19])=[N:9][CH:10]=[C:11]([CH:15]=2)[C:12]([OH:14])=O)[CH2:6][CH2:5][CH2:4][CH2:3][CH2:2]1.[CH3:22][C:23]1[N:27]=[C:26]([CH2:28][NH2:29])[O:25][N:24]=1, predict the reaction product. The product is: [CH:1]1([C:7]2[C:8]([O:16][CH2:17][C:18]([F:21])([F:20])[F:19])=[N:9][CH:10]=[C:11]([CH:15]=2)[C:12]([NH:29][CH2:28][C:26]2[O:25][N:24]=[C:23]([CH3:22])[N:27]=2)=[O:14])[CH2:2][CH2:3][CH2:4][CH2:5][CH2:6]1. (3) Given the reactants C([NH:4][C:5]1[CH:10]=[CH:9][C:8]([C:11](=[O:33])[CH2:12][CH2:13][C:14]([N:16]2[CH2:21][CH2:20][CH:19]([N:22]3[CH2:31][C:30]4[C:25](=[CH:26][CH:27]=[CH:28][CH:29]=4)[NH:24][C:23]3=[O:32])[CH2:18][CH2:17]2)=[O:15])=[CH:7][C:6]=1[Br:34])(=O)C.Cl, predict the reaction product. The product is: [NH2:4][C:5]1[CH:10]=[CH:9][C:8]([C:11](=[O:33])[CH2:12][CH2:13][C:14]([N:16]2[CH2:17][CH2:18][CH:19]([N:22]3[CH2:31][C:30]4[C:25](=[CH:26][CH:27]=[CH:28][CH:29]=4)[NH:24][C:23]3=[O:32])[CH2:20][CH2:21]2)=[O:15])=[CH:7][C:6]=1[Br:34]. (4) The product is: [Cl:1][C:2]1[CH:3]=[C:4]2[C:10]([C:11]3[N:16]=[C:15]([NH:31][CH:32]4[CH2:36][CH2:35][N:34]([CH3:37])[C:33]4=[O:38])[C:14]([F:20])=[CH:13][N:12]=3)=[CH:9][NH:8][C:5]2=[N:6][CH:7]=1. Given the reactants [Cl:1][C:2]1[CH:3]=[C:4]2[C:10]([C:11]3[N:16]=[C:15](S(C)=O)[C:14]([F:20])=[CH:13][N:12]=3)=[CH:9][N:8](S(C3C=CC(C)=CC=3)(=O)=O)[C:5]2=[N:6][CH:7]=1.[NH2:31][CH:32]1[CH2:36][CH2:35][N:34]([CH3:37])[C:33]1=[O:38].C[O-].[Na+], predict the reaction product.